Predict the reaction yield, written as a fraction of the theoretical maximum amount of product (1.0 means a 100% yield; for example, 0.34 means a 34% yield). From a dataset of Reaction yield outcomes from USPTO patents with 853,638 reactions. (1) The reactants are [CH3:1][O:2][C:3]([C:5]1[CH:10]=[C:9]([NH2:11])[N:8]=[C:7]([C:12]2[CH:17]=[CH:16][C:15]([Cl:18])=[C:14]([O:19][CH3:20])[C:13]=2[F:21])[N:6]=1)=[O:4].[B-](F)(F)(F)[F:23].[B-](F)(F)(F)F.C1[N+]2(CCl)CC[N+](F)(CC2)C1. The catalyst is C(#N)C. The product is [CH3:1][O:2][C:3]([C:5]1[C:10]([F:23])=[C:9]([NH2:11])[N:8]=[C:7]([C:12]2[CH:17]=[CH:16][C:15]([Cl:18])=[C:14]([O:19][CH3:20])[C:13]=2[F:21])[N:6]=1)=[O:4]. The yield is 0.0320. (2) The reactants are F[C:2]1[C:3]([N+:15]([O-:17])=[O:16])=[C:4]([C:9]2[N:14]=[CH:13][CH:12]=[CH:11][N:10]=2)[CH:5]=[C:6]([F:8])[CH:7]=1.C([NH2:22])(C)(C)C.O. The catalyst is O1CCOCC1. The product is [F:8][C:6]1[CH:5]=[C:4]([C:9]2[N:14]=[CH:13][CH:12]=[CH:11][N:10]=2)[C:3]([N+:15]([O-:17])=[O:16])=[C:2]([NH2:22])[CH:7]=1. The yield is 0.900. (3) The reactants are [Br:1][C:2]1[CH:3]=[C:4]2[C:9](=[CH:10][CH:11]=1)[O:8][CH:7]([C:12]1[CH:17]=[CH:16][CH:15]=[CH:14][CH:13]=1)[CH2:6][C:5]2=O.C[Si]([N:23]=[C:24]=[N:25][Si](C)(C)C)(C)C. The catalyst is C(Cl)Cl.Cl[Ti](Cl)(Cl)Cl. The product is [Br:1][C:2]1[CH:3]=[C:4]2[C:9](=[CH:10][CH:11]=1)[O:8][CH:7]([C:12]1[CH:17]=[CH:16][CH:15]=[CH:14][CH:13]=1)[CH2:6]/[C:5]/2=[N:25]/[C:24]#[N:23]. The yield is 0.960. (4) The reactants are [CH3:1][O:2][C:3]1[CH:8]=[CH:7][C:6]([N+:9]([O-])=O)=[CH:5][C:4]=1[NH:12][C:13]1[N:18]=[C:17]2[N:19]([CH3:30])[C:20](=[O:29])[N:21]([C:23]3[CH:28]=[CH:27][CH:26]=[CH:25][CH:24]=3)[CH2:22][C:16]2=[CH:15][N:14]=1. The catalyst is CO. The product is [NH2:9][C:6]1[CH:7]=[CH:8][C:3]([O:2][CH3:1])=[C:4]([NH:12][C:13]2[N:18]=[C:17]3[N:19]([CH3:30])[C:20](=[O:29])[N:21]([C:23]4[CH:28]=[CH:27][CH:26]=[CH:25][CH:24]=4)[CH2:22][C:16]3=[CH:15][N:14]=2)[CH:5]=1. The yield is 0.940.